This data is from Peptide-MHC class I binding affinity with 185,985 pairs from IEDB/IMGT. The task is: Regression. Given a peptide amino acid sequence and an MHC pseudo amino acid sequence, predict their binding affinity value. This is MHC class I binding data. (1) The peptide sequence is RYVLQLVGILL. The MHC is H-2-Kd with pseudo-sequence H-2-Kd. The binding affinity (normalized) is 0.375. (2) The peptide sequence is AEFPVGSTA. The MHC is HLA-B83:01 with pseudo-sequence HLA-B83:01. The binding affinity (normalized) is 0.213. (3) The peptide sequence is TPSGKRLQI. The MHC is HLA-A02:03 with pseudo-sequence HLA-A02:03. The binding affinity (normalized) is 0.0847. (4) The peptide sequence is YTIEGIAFM. The MHC is HLA-C04:01 with pseudo-sequence HLA-C04:01. The binding affinity (normalized) is 0.213. (5) The MHC is HLA-A31:01 with pseudo-sequence HLA-A31:01. The binding affinity (normalized) is 0.0847. The peptide sequence is REWGWRIPF. (6) The peptide sequence is ENITALLEEA. The MHC is Mamu-B8301 with pseudo-sequence Mamu-B8301. The binding affinity (normalized) is 0.383. (7) The peptide sequence is YIVHSYLKNY. The MHC is HLA-A68:01 with pseudo-sequence HLA-A68:01. The binding affinity (normalized) is 0. (8) The peptide sequence is YLPLSVFII. The MHC is Mamu-A02 with pseudo-sequence Mamu-A02. The binding affinity (normalized) is 0.341. (9) The peptide sequence is LYTVKYPNL. The MHC is HLA-A24:03 with pseudo-sequence HLA-A24:03. The binding affinity (normalized) is 0.684. (10) The peptide sequence is RAHYNIVTFC. The MHC is H-2-Db with pseudo-sequence H-2-Db. The binding affinity (normalized) is 0.229.